Dataset: Forward reaction prediction with 1.9M reactions from USPTO patents (1976-2016). Task: Predict the product of the given reaction. Given the reactants [OH:1][C:2]1[CH:7]=[CH:6][N:5]([CH2:8][CH2:9][C:10]2[CH:15]=[CH:14][C:13]([CH2:16][OH:17])=[CH:12][CH:11]=2)[C:4](=[O:18])[CH:3]=1.[S:19]1[CH:23]=[CH:22][CH:21]=[C:20]1[CH2:24]OS(C)(=O)=O.C(=O)([O-])[O-].[K+].[K+], predict the reaction product. The product is: [OH:17][CH2:16][C:13]1[CH:14]=[CH:15][C:10]([CH2:9][CH2:8][N:5]2[CH:6]=[CH:7][C:2]([O:1][CH2:24][C:20]3[S:19][CH:23]=[CH:22][CH:21]=3)=[CH:3][C:4]2=[O:18])=[CH:11][CH:12]=1.